From a dataset of Forward reaction prediction with 1.9M reactions from USPTO patents (1976-2016). Predict the product of the given reaction. (1) Given the reactants [NH2:1][C:2]1[C:3](=[O:17])[N:4]([CH3:16])[CH2:5][C:6]([C:9]2[CH:14]=[CH:13][CH:12]=[C:11](Br)[CH:10]=2)([CH3:8])[N:7]=1.[CH3:18][O:19][C:20]1[CH:21]=[C:22](B(O)O)[CH:23]=[N:24][CH:25]=1.C([O-])([O-])=O.[K+].[K+], predict the reaction product. The product is: [NH2:1][C:2]1[C:3](=[O:17])[N:4]([CH3:16])[CH2:5][C:6]([C:9]2[CH:14]=[CH:13][CH:12]=[C:11]([C:22]3[CH:23]=[N:24][CH:25]=[C:20]([O:19][CH3:18])[CH:21]=3)[CH:10]=2)([CH3:8])[N:7]=1. (2) Given the reactants Cl.Cl.[CH:3]([C@:6]1([C:12]([N:14]2[CH2:19][CH2:18][N:17]([C:20]3[N:25]=[C:24]([C:26]([F:29])([F:28])[F:27])[CH:23]=[CH:22][N:21]=3)[CH2:16][CH2:15]2)=[O:13])[CH2:10][CH2:9][C@@H:8]([NH2:11])[CH2:7]1)([CH3:5])[CH3:4].[CH3:30][CH:31]1[C:36](=O)[CH2:35][CH2:34][O:33][CH2:32]1.C(N(CC)CC)C.C(O[BH-](OC(=O)C)OC(=O)C)(=O)C.[Na+], predict the reaction product. The product is: [CH:3]([C@:6]1([C:12]([N:14]2[CH2:19][CH2:18][N:17]([C:20]3[N:25]=[C:24]([C:26]([F:27])([F:28])[F:29])[CH:23]=[CH:22][N:21]=3)[CH2:16][CH2:15]2)=[O:13])[CH2:10][CH2:9][C@@H:8]([NH:11][CH:36]2[CH2:35][CH2:34][O:33][CH2:32][CH:31]2[CH3:30])[CH2:7]1)([CH3:5])[CH3:4]. (3) Given the reactants [C:1]1([C:7](=[O:14])[C:8](=[N:12]O)[C:9](=O)[CH3:10])[CH:6]=[CH:5][CH:4]=[CH:3][CH:2]=1.[CH3:15][CH2:16][O:17][C:18]([CH2:20][C:21]([CH2:23][C:24]([O:26][CH2:27][CH3:28])=[O:25])=O)=[O:19].C([O-])(=O)C.[Na+], predict the reaction product. The product is: [C:7]([C:8]1[NH:12][C:21]([CH2:20][C:18]([O:17][CH2:16][CH3:15])=[O:19])=[C:23]([C:24]([O:26][CH2:27][CH3:28])=[O:25])[C:9]=1[CH3:10])(=[O:14])[C:1]1[CH:6]=[CH:5][CH:4]=[CH:3][CH:2]=1. (4) Given the reactants [F:1][C:2]1[CH:3]=[C:4]([CH:8]=[CH:9][C:10]=1[N+:11]([O-:13])=[O:12])[C:5]([OH:7])=[O:6].[CH3:14]O, predict the reaction product. The product is: [CH3:14][O:6][C:5](=[O:7])[C:4]1[CH:8]=[CH:9][C:10]([N+:11]([O-:13])=[O:12])=[C:2]([F:1])[CH:3]=1. (5) Given the reactants Br[C:2]1C=C[C:5](C)=[N:6][CH:7]=1.[Li][CH2:10][CH2:11][CH2:12][CH3:13].CN(C=[O:18])C.O, predict the reaction product. The product is: [CH3:13][C:12]1[CH:11]=[CH:10][C:7]([CH:2]=[O:18])=[N:6][CH:5]=1. (6) Given the reactants [F:1][C:2]1[CH:7]=[CH:6][C:5]([C:8]2[O:12][N:11]=[CH:10][C:9]=2[CH2:13][CH2:14][C:15](OC)=[O:16])=[CH:4][CH:3]=1.[H-].C([Al+]CC(C)C)C(C)C.Cl, predict the reaction product. The product is: [F:1][C:2]1[CH:3]=[CH:4][C:5]([C:8]2[O:12][N:11]=[CH:10][C:9]=2[CH2:13][CH2:14][CH2:15][OH:16])=[CH:6][CH:7]=1. (7) The product is: [CH3:13][O:12][C:7]1[CH:6]=[C:5]2[C:10]([CH:11]=[C:2]([C:20]3[CH:19]=[CH:18][CH:17]=[C:16]([O:15][CH3:14])[CH:21]=3)[CH:3]=[N:4]2)=[CH:9][CH:8]=1. Given the reactants Br[C:2]1[CH:3]=[N:4][C:5]2[C:10]([CH:11]=1)=[CH:9][CH:8]=[C:7]([O:12][CH3:13])[CH:6]=2.[CH3:14][O:15][C:16]1[CH:17]=[C:18](OB(O)O)[CH:19]=[CH:20][CH:21]=1, predict the reaction product.